Regression/Classification. Given a drug SMILES string, predict its absorption, distribution, metabolism, or excretion properties. Task type varies by dataset: regression for continuous measurements (e.g., permeability, clearance, half-life) or binary classification for categorical outcomes (e.g., BBB penetration, CYP inhibition). Dataset: cyp3a4_veith. From a dataset of CYP3A4 inhibition data for predicting drug metabolism from PubChem BioAssay. (1) The molecule is COc1ccc2nc3c(c(-c4ccccc4)c2c1)CCC3. The result is 1 (inhibitor). (2) The molecule is O=C(O)[C@@H]1C[C@@H](C(=O)O)N1. The result is 0 (non-inhibitor). (3) The drug is Cc1ccc(NC(=S)Nc2nc(CC(=O)Nc3ccccc3)cs2)cc1. The result is 1 (inhibitor). (4) The molecule is COc1ccc(Cc2nnc(NC(=O)CSc3ccc(C)cc3)s2)cc1OC. The result is 1 (inhibitor). (5) The drug is OC[C@@H]1CCC[C@H](n2cnc3c(=S)nc[nH]c32)O1. The result is 0 (non-inhibitor). (6) The drug is O=[N+]([O-])c1cccc2c(Br)[nH]nc12. The result is 1 (inhibitor). (7) The molecule is O=C(CCc1ccc(O)cc1)c1c(O)cc(O)cc1O. The result is 1 (inhibitor). (8) The molecule is c1ccc(SCCc2ccncc2)cc1. The result is 1 (inhibitor). (9) The molecule is Cc1ccc(N(C(=O)c2csnn2)C(C(=O)NC(C)(C)C)c2cccs2)cc1. The result is 1 (inhibitor).